This data is from Peptide-MHC class I binding affinity with 185,985 pairs from IEDB/IMGT. The task is: Regression. Given a peptide amino acid sequence and an MHC pseudo amino acid sequence, predict their binding affinity value. This is MHC class I binding data. (1) The peptide sequence is FGLPRIVARQI. The MHC is Mamu-A02 with pseudo-sequence Mamu-A02. The binding affinity (normalized) is 0. (2) The peptide sequence is GELDRWEKI. The MHC is HLA-B18:01 with pseudo-sequence HLA-B18:01. The binding affinity (normalized) is 0. (3) The peptide sequence is SSDDIPPRW. The MHC is SLA-10401 with pseudo-sequence SLA-10401. The binding affinity (normalized) is 0.635. (4) The peptide sequence is NLERETGLSA. The MHC is HLA-A02:02 with pseudo-sequence HLA-A02:02. The binding affinity (normalized) is 0.0965. (5) The binding affinity (normalized) is 0.0421. The MHC is HLA-A03:01 with pseudo-sequence HLA-A03:01. The peptide sequence is RARLPRPDTR. (6) The peptide sequence is YLQYSISTA. The MHC is HLA-A69:01 with pseudo-sequence HLA-A69:01. The binding affinity (normalized) is 0.0847. (7) The peptide sequence is YSHYSHNPK. The MHC is HLA-A02:01 with pseudo-sequence HLA-A02:01. The binding affinity (normalized) is 0.0847. (8) The MHC is HLA-A02:01 with pseudo-sequence HLA-A02:01. The binding affinity (normalized) is 0.0847. The peptide sequence is NELGYSGYF. (9) The binding affinity (normalized) is 0.134. The MHC is HLA-B44:03 with pseudo-sequence HLA-B44:03. The peptide sequence is FEDLRVSSFI. (10) The peptide sequence is GNLSPETLV. The MHC is HLA-A02:01 with pseudo-sequence HLA-A02:01. The binding affinity (normalized) is 0.